Dataset: Forward reaction prediction with 1.9M reactions from USPTO patents (1976-2016). Task: Predict the product of the given reaction. (1) Given the reactants [C:1]([O:5][C:6](=[O:33])[N:7]([C@H:9]([C:11](=[O:32])[NH:12][C@H:13]([C:17]([N:19]1[C:23]2=[N:24][CH:25]=[CH:26][CH:27]=[C:22]2[CH2:21][C@H:20]1[CH2:28][N:29]=[N+]=[N-])=[O:18])[CH:14]([CH3:16])[CH3:15])[CH3:10])[CH3:8])([CH3:4])([CH3:3])[CH3:2], predict the reaction product. The product is: [C:1]([O:5][C:6](=[O:33])[N:7]([C@H:9]([C:11](=[O:32])[NH:12][C@H:13]([C:17]([N:19]1[C:23]2=[N:24][CH:25]=[CH:26][CH:27]=[C:22]2[CH2:21][C@H:20]1[CH2:28][NH2:29])=[O:18])[CH:14]([CH3:16])[CH3:15])[CH3:10])[CH3:8])([CH3:3])([CH3:2])[CH3:4]. (2) Given the reactants [NH2:1][C:2]1[CH:16]=[CH:15][C:5]2[N:6]([CH3:14])[C:7](=[O:13])[CH2:8][CH2:9][C:10]([CH3:12])([CH3:11])[C:4]=2[CH:3]=1.Cl[C:18]1[N:23]=[C:22]([NH:24][C:25]2[C:35]([F:36])=[CH:34][CH:33]=[CH:32][C:26]=2[C:27]([NH:29][CH2:30][CH3:31])=[O:28])[C:21]([Cl:37])=[CH:20][N:19]=1, predict the reaction product. The product is: [Cl:37][C:21]1[C:22]([NH:24][C:25]2[C:35]([F:36])=[CH:34][CH:33]=[CH:32][C:26]=2[C:27]([NH:29][CH2:30][CH3:31])=[O:28])=[N:23][C:18]([NH:1][C:2]2[CH:16]=[CH:15][C:5]3[N:6]([CH3:14])[C:7](=[O:13])[CH2:8][CH2:9][C:10]([CH3:12])([CH3:11])[C:4]=3[CH:3]=2)=[N:19][CH:20]=1. (3) Given the reactants [CH3:1][S:2][C:3]1[CH:4]=[C:5]([CH:17]=[CH:18][CH:19]=1)[CH2:6][O:7][CH2:8][C:9]1[O:13][N:12]=[C:11]([C:14]([OH:16])=O)[CH:10]=1.C(N(CC)CC)C.Cl.C(N=C=NCCCN(C)C)C.ON1C2C=CC=CC=2N=N1.[O:49]1[CH2:53][CH2:52][CH:51]([CH2:54][NH2:55])[CH2:50]1, predict the reaction product. The product is: [O:49]1[CH2:53][CH2:52][CH:51]([CH2:54][NH:55][C:14]([C:11]2[CH:10]=[C:9]([CH2:8][O:7][CH2:6][C:5]3[CH:17]=[CH:18][CH:19]=[C:3]([S:2][CH3:1])[CH:4]=3)[O:13][N:12]=2)=[O:16])[CH2:50]1. (4) The product is: [C:1]([O:9][C:10]1([CH2:27][C:28]2[CH:33]=[C:32]([O:44][CH3:37])[CH:31]=[CH:30][C:29]=2[OH:36])[C:18]2[C:13](=[CH:14][CH:15]=[C:16]([CH3:19])[CH:17]=2)[N:12]([CH2:20][CH3:21])[C:11]1=[O:26])(=[O:8])[C:2]1[CH:3]=[CH:4][CH:5]=[CH:6][CH:7]=1. Given the reactants [C:1]([O:9][C:10]1([CH2:27][C:28]2[CH:33]=[CH:32][C:31](OC)=[CH:30][C:29]=2[OH:36])[C:18]2[C:13](=[CH:14][CH:15]=[C:16]([CH3:19])[CH:17]=2)[N:12]([CH2:20][CH2:21]CC(C)C)[C:11]1=[O:26])(=[O:8])[C:2]1[CH:7]=[CH:6][CH:5]=[CH:4][CH:3]=1.[C:37](OC1C2C(=CC=C(C)C=2)N(CC)C1=O)(=[O:44])C1C=CC=CC=1, predict the reaction product. (5) Given the reactants [Cl:1][CH2:2][CH2:3][CH2:4][O:5][C:6]1[CH:11]=[CH:10][C:9]([C:12]2[S:13][C:14]3[CH2:19][CH:18](C(O)=O)[CH2:17][C:15]=3[N:16]=2)=[CH:8][CH:7]=1.C([N:25]([CH2:28]C)CC)C.C1(P(N=[N+]=[N-])(C2C=CC=CC=2)=[O:37])C=CC=CC=1.[CH2:47]([OH:54])[C:48]1[CH:53]=[CH:52][CH:51]=[CH:50][CH:49]=1, predict the reaction product. The product is: [Cl:1][CH2:2][CH2:3][CH2:4][O:5][C:6]1[CH:7]=[CH:8][C:9]([C:12]2[S:13][C:14]3[CH2:19][CH:18]([NH:25][C:28](=[O:37])[O:54][CH2:47][C:48]4[CH:53]=[CH:52][CH:51]=[CH:50][CH:49]=4)[CH2:17][C:15]=3[N:16]=2)=[CH:10][CH:11]=1.